This data is from Full USPTO retrosynthesis dataset with 1.9M reactions from patents (1976-2016). The task is: Predict the reactants needed to synthesize the given product. Given the product [CH3:18][C:16]1([CH3:19])[C:15]([CH3:20])([CH3:21])[O:14][B:13]([C:5]2[CH:6]=[C:7]([CH2:8][OH:9])[CH:11]=[CH:12][CH:4]=2)[O:17]1, predict the reactants needed to synthesize it. The reactants are: [AlH4-].[Li+].C[C:4]1[CH:12]=[CH:11][C:7]([C:8](O)=[O:9])=[CH:6][C:5]=1[B:13]1[O:17][C:16]([CH3:19])([CH3:18])[C:15]([CH3:21])([CH3:20])[O:14]1.